From a dataset of Full USPTO retrosynthesis dataset with 1.9M reactions from patents (1976-2016). Predict the reactants needed to synthesize the given product. (1) Given the product [C:1]([O:5][CH2:6][CH2:7][CH2:8][CH2:9][CH2:10][CH2:11][O:12][C:13]1[CH:14]=[CH:15][C:16]([C:17]([O:19][C:23]2[CH:36]=[CH:35][C:34]([O:37][C:17](=[O:18])[C:16]3[CH:15]=[CH:14][C:13]([O:12][CH2:11][CH2:10][CH2:9][CH2:8][CH2:7][CH2:6][O:5][C:1](=[O:4])[CH:38]=[CH2:39])=[CH:21][CH:20]=3)=[CH:33][C:24]=2[C:25]([O:27][CH2:28][C@@H:29]([CH3:32])[CH2:30][CH3:31])=[O:26])=[O:18])=[CH:20][CH:21]=1)(=[O:4])[CH:2]=[CH2:3], predict the reactants needed to synthesize it. The reactants are: [C:1]([O:5][CH2:6][CH2:7][CH2:8][CH2:9][CH2:10][CH2:11][O:12][C:13]1[CH:21]=[CH:20][C:16]([C:17]([OH:19])=[O:18])=[CH:15][CH:14]=1)(=[O:4])[CH:2]=[CH2:3].O[C:23]1[CH:36]=[CH:35][C:34]([OH:37])=[CH:33][C:24]=1[C:25]([O:27][CH2:28][C@@H:29]([CH3:32])[CH2:30][CH3:31])=[O:26].[CH2:38](Cl)[CH2:39]Cl. (2) Given the product [C:63]([O:62][C@@H:56]([C:47]1[C:46]([CH3:67])=[CH:45][C:43]2[N:44]=[C:40]([C:2]3[CH:3]=[CH:4][C:5]4[N:9]=[C:8]([CH3:10])[N:7]([CH3:11])[C:6]=4[CH:12]=3)[S:41][C:42]=2[C:48]=1[C:49]1[CH:50]=[CH:51][C:52]([Cl:55])=[CH:53][CH:54]=1)[C:57]([O:59][CH2:60][CH3:61])=[O:58])([CH3:64])([CH3:65])[CH3:66], predict the reactants needed to synthesize it. The reactants are: Br[C:2]1[CH:3]=[CH:4][C:5]2[N:9]=[C:8]([CH3:10])[N:7]([CH3:11])[C:6]=2[CH:12]=1.B1(B2OC(C)(C)C(C)(C)O2)OC(C)(C)C(C)(C)O1.C(Cl)Cl.CC([O-])=O.[K+].Br[C:40]1[S:41][C:42]2[C:48]([C:49]3[CH:54]=[CH:53][C:52]([Cl:55])=[CH:51][CH:50]=3)=[C:47]([C@H:56]([O:62][C:63]([CH3:66])([CH3:65])[CH3:64])[C:57]([O:59][CH2:60][CH3:61])=[O:58])[C:46]([CH3:67])=[CH:45][C:43]=2[N:44]=1.C([O-])([O-])=O.[K+].[K+].